From a dataset of Reaction yield outcomes from USPTO patents with 853,638 reactions. Predict the reaction yield, written as a fraction of the theoretical maximum amount of product (1.0 means a 100% yield; for example, 0.34 means a 34% yield). (1) The reactants are Br[C:2]1[CH:3]=[C:4]([CH:14]=[CH:15][CH:16]=1)[CH2:5][NH:6][C:7](=[O:13])[O:8][C:9]([CH3:12])([CH3:11])[CH3:10].[CH3:17][O:18][C:19]1[CH:26]=[CH:25][C:22]([C:23]#[N:24])=[CH:21][C:20]=1B1OC(C)(C)C(C)(C)O1. No catalyst specified. The product is [C:23]([C:22]1[CH:21]=[CH:20][C:19]([O:18][CH3:17])=[C:26]([C:2]2[CH:16]=[CH:15][CH:14]=[C:4]([CH2:5][NH:6][C:7](=[O:13])[O:8][C:9]([CH3:12])([CH3:11])[CH3:10])[CH:3]=2)[CH:25]=1)#[N:24]. The yield is 0.680. (2) The product is [Br:1][C:2]1[CH:7]=[N:6][C:5]2=[N:8][N:9]([CH2:12][N:13]3[CH2:17][CH:16]([CH2:18][CH2:19][CH3:20])[CH2:15][C:14]3=[O:21])[CH:10]=[C:4]2[CH:3]=1. The catalyst is FC(F)(F)C(O)=O. The reactants are [Br:1][C:2]1[CH:3]=[C:4]2[CH:10]=[N:9][NH:8][C:5]2=[N:6][CH:7]=1.O[CH2:12][N:13]1[CH2:17][CH:16]([CH2:18][CH2:19][CH3:20])[CH2:15][C:14]1=[O:21]. The yield is 0.0780. (3) The reactants are [CH2:1]([CH:4]([C:34]([O:36][C:37]([CH3:40])([CH3:39])[CH3:38])=[O:35])[CH2:5][C@@H:6]([C:27]([O:29][C:30]([CH3:33])([CH3:32])[CH3:31])=[O:28])[NH:7][C:8]([C:21]1[CH:26]=[CH:25][CH:24]=[CH:23][CH:22]=1)([C:15]1[CH:20]=[CH:19][CH:18]=[CH:17][CH:16]=1)[C:9]1[CH:14]=[CH:13][CH:12]=[CH:11][CH:10]=1)[CH:2]=[CH2:3].[OH-:41].[Na+].OO.O. The catalyst is C1COCC1. The product is [OH:41][CH2:3][CH2:2][CH2:1][CH:4]([C:34]([O:36][C:37]([CH3:40])([CH3:39])[CH3:38])=[O:35])[CH2:5][C@@H:6]([C:27]([O:29][C:30]([CH3:31])([CH3:32])[CH3:33])=[O:28])[NH:7][C:8]([C:9]1[CH:14]=[CH:13][CH:12]=[CH:11][CH:10]=1)([C:21]1[CH:26]=[CH:25][CH:24]=[CH:23][CH:22]=1)[C:15]1[CH:16]=[CH:17][CH:18]=[CH:19][CH:20]=1. The yield is 0.440. (4) The reactants are Cl.C(OC([N:9]1[CH:14]([C:15]2[NH:19][C:18]3[CH:20]=[C:21]([C:24]4[CH:29]=[CH:28][C:27]([C:30]5[CH:35]=[CH:34][C:33]([C:36]6[NH:37][C:38]([CH:41]7[CH2:47][C:44]8([CH2:46][CH2:45]8)[CH2:43][N:42]7[C:48](OC(C)(C)C)=[O:49])=[N:39][CH:40]=6)=[CH:32][CH:31]=5)=[CH:26][CH:25]=4)[CH:22]=[CH:23][C:17]=3[N:16]=2)[CH:13]2[CH2:55][CH:10]1[CH2:11][CH2:12]2)=O)(C)(C)C.[CH3:56][O:57][C:58]([NH:60][CH:61]([CH:65]([CH3:67])[CH3:66])[C:62]([OH:64])=O)=[O:59].[CH3:68]N1CCOCC1.CN(C(ON1N=NC2[CH:86]=[CH:87][CH:88]=[N:89]C1=2)=[N+](C)C)C.F[P-](F)(F)(F)(F)F.[C:99]([O:102][CH2:103]C)(=[O:101])C. The catalyst is O1CCOCC1.C(Cl)Cl. The product is [CH3:103][O:102][C:99](=[O:101])[NH:89][CH:88]([C:48]([N:42]1[CH:41]([C:38]2[NH:37][C:36]([C:33]3[CH:32]=[CH:31][C:30]([C:27]4[CH:26]=[CH:25][C:24]([C:21]5[CH:22]=[CH:23][C:17]6[N:16]=[C:15]([CH:14]7[CH:12]8[CH2:11][CH:10]([CH2:55][CH2:13]8)[N:9]7[C:62](=[O:64])[CH:61]([NH:60][C:58]([O:57][CH3:56])=[O:59])[CH:65]([CH3:67])[CH3:66])[NH:19][C:18]=6[CH:20]=5)=[CH:29][CH:28]=4)=[CH:35][CH:34]=3)=[CH:40][N:39]=2)[CH2:47][C:44]2([CH2:45][CH2:46]2)[CH2:43]1)=[O:49])[CH:87]([CH3:68])[CH3:86]. The yield is 0.530. (5) The reactants are C(OC(N1CCC[C@H]1CO[C:15]1[CH:24]=[CH:23][C:18]([C:19]([O:21]C)=[O:20])=[CH:17][CH:16]=1)=O)(C)(C)C.[ClH:25].C[CH2:27][OH:28]. No catalyst specified. The product is [ClH:25].[CH3:27][O:28][C:17]1[CH:16]=[CH:15][CH:24]=[CH:23][C:18]=1[C:19]([OH:21])=[O:20]. The yield is 0.870. (6) The reactants are C(O[C:4]([N:6]=[C:7]=[S:8])=[O:5])C.[CH3:9][O:10][C:11]([CH3:23])([CH3:22])[CH2:12][NH:13][C:14]1[N:15]=[CH:16][NH:17][C:18]=1C(N)=O. The catalyst is C(Cl)Cl. The product is [CH3:9][O:10][C:11]([CH3:23])([CH3:22])[CH2:12][N:13]1[C:14]2[N:15]=[CH:16][NH:17][C:18]=2[C:4](=[O:5])[NH:6][C:7]1=[S:8]. The yield is 0.320. (7) The reactants are [C:1]([O:5][C:6]([C:8]1[N:9]=[C:10]([C:39]([F:42])([F:41])[F:40])[N:11]2[CH2:16][CH2:15][N:14]([C:17](=[O:38])[CH2:18][C@H:19]([NH:30]C(OC(C)(C)C)=O)[CH2:20][C:21]3[CH:26]=[C:25]([F:27])[C:24]([F:28])=[CH:23][C:22]=3[F:29])[CH2:13][C:12]=12)=[O:7])([CH3:4])([CH3:3])[CH3:2].[ClH:43]. The catalyst is C(OCC)(=O)C. The product is [ClH:43].[C:1]([O:5][C:6]([C:8]1[N:9]=[C:10]([C:39]([F:40])([F:41])[F:42])[N:11]2[CH2:16][CH2:15][N:14]([C:17](=[O:38])[CH2:18][C@H:19]([NH2:30])[CH2:20][C:21]3[CH:26]=[C:25]([F:27])[C:24]([F:28])=[CH:23][C:22]=3[F:29])[CH2:13][C:12]=12)=[O:7])([CH3:4])([CH3:2])[CH3:3]. The yield is 1.00. (8) The reactants are [BH4-].[Na+].[CH3:3][O:4][C:5]([C:7]1([C:10]2[CH:11]=[C:12]3[C:17](=[CH:18][CH:19]=2)[O:16][CH2:15][CH2:14][C:13]3=O)[CH2:9][CH2:8]1)=[O:6]. The catalyst is FC(F)(F)C(O)=O. The product is [CH3:3][O:4][C:5]([C:7]1([C:10]2[CH:11]=[C:12]3[C:17](=[CH:18][CH:19]=2)[O:16][CH2:15][CH2:14][CH2:13]3)[CH2:8][CH2:9]1)=[O:6]. The yield is 0.920.